Dataset: Catalyst prediction with 721,799 reactions and 888 catalyst types from USPTO. Task: Predict which catalyst facilitates the given reaction. (1) Product: [F:21][C:18]1[CH:19]=[CH:20][C:15]([C:7]2[C:6]3[C:11](=[CH:12][C:3]([CH2:2][N:30]4[N:31]=[N:32][C:28]([C:24]([OH:27])([CH2:25][CH3:26])[C:23]([F:33])([F:34])[F:22])=[N:29]4)=[CH:4][CH:5]=3)[N:10]=[C:9]([C:13]#[N:14])[CH:8]=2)=[CH:16][CH:17]=1.[F:21][C:18]1[CH:19]=[CH:20][C:15]([C:7]2[C:6]3[C:11](=[CH:12][C:3]([CH2:2][N:32]4[C:28]([C:24]([OH:27])([CH2:25][CH3:26])[C:23]([F:33])([F:34])[F:22])=[N:29][N:30]=[N:31]4)=[CH:4][CH:5]=3)[N:10]=[C:9]([C:13]#[N:14])[CH:8]=2)=[CH:16][CH:17]=1. The catalyst class is: 3. Reactant: Br[CH2:2][C:3]1[CH:12]=[C:11]2[C:6]([C:7]([C:15]3[CH:20]=[CH:19][C:18]([F:21])=[CH:17][CH:16]=3)=[CH:8][C:9]([C:13]#[N:14])=[N:10]2)=[CH:5][CH:4]=1.[F:22][C:23]([F:34])([F:33])[C:24]([C:28]1[N:29]=[N:30][NH:31][N:32]=1)([OH:27])[CH2:25][CH3:26].C(=O)([O-])[O-].[K+].[K+]. (2) Reactant: [F:1][C:2]([F:51])([F:50])[C:3]1[CH:4]=[C:5]([CH:43]=[C:44]([C:46]([F:49])([F:48])[F:47])[CH:45]=1)[CH2:6][N:7]([CH2:23][C:24]1[CH:29]=[C:28]([C:30]([F:33])([F:32])[F:31])[CH:27]=[CH:26][C:25]=1B1OC(C)(C)C(C)(C)O1)[C:8]1[N:13]=[CH:12][C:11]([O:14][CH2:15][CH2:16][CH2:17][C:18]([O:20][CH2:21][CH3:22])=[O:19])=[CH:10][N:9]=1.Br[C:53]1[CH:58]=[C:57]([CH3:59])[CH:56]=[CH:55][N:54]=1.C(=O)([O-])[O-].[Cs+].[Cs+].C(OCC)(=O)C. The catalyst class is: 38. Product: [F:49][C:46]([F:47])([F:48])[C:44]1[CH:43]=[C:5]([CH:4]=[C:3]([C:2]([F:1])([F:50])[F:51])[CH:45]=1)[CH2:6][N:7]([CH2:23][C:24]1[CH:29]=[C:28]([C:30]([F:33])([F:32])[F:31])[CH:27]=[CH:26][C:25]=1[C:53]1[CH:58]=[C:57]([CH3:59])[CH:56]=[CH:55][N:54]=1)[C:8]1[N:9]=[CH:10][C:11]([O:14][CH2:15][CH2:16][CH2:17][C:18]([O:20][CH2:21][CH3:22])=[O:19])=[CH:12][N:13]=1. (3) Reactant: [O:1]=[C:2]1[C:6](=[CH:7][C:8]2[CH:13]=[CH:12][CH:11]=[C:10]([O:14][CH2:15][C:16](O)=[O:17])[CH:9]=2)[S:5][C:4](=[S:19])[N:3]1[NH:20][C:21]1[C:25]2[CH:26]=[CH:27][CH:28]=[CH:29][C:24]=2[S:23](=[O:31])(=[O:30])[N:22]=1.[CH2:32](N)[C:33]1[CH:38]=[CH:37][CH:36]=[CH:35][CH:34]=1.O[N:41]1C2C=CC=CC=2N=N1.Cl.C(N=C=NCCCN(C)C)C. Product: [O:1]=[C:2]1[C:6](=[CH:7][C:8]2[CH:13]=[CH:12][CH:11]=[C:10]([O:14][CH:15]([CH2:32][C:33]3[CH:38]=[CH:37][CH:36]=[CH:35][CH:34]=3)[C:16]([NH2:41])=[O:17])[CH:9]=2)[S:5][C:4](=[S:19])[N:3]1[NH:20][C:21]1[C:25]2[CH:26]=[CH:27][CH:28]=[CH:29][C:24]=2[S:23](=[O:31])(=[O:30])[N:22]=1. The catalyst class is: 9. (4) Reactant: [O:1]1[CH:5]=[CH:4][CH:3]=[C:2]1[C:6]1[O:7][C:8]([CH3:25])=[C:9]([CH2:11][O:12][C:13]2[CH:18]=[CH:17][C:16]([CH2:19][OH:20])=[CH:15][C:14]=2[O:21][CH2:22][O:23][CH3:24])[N:10]=1.C(P(CCCC)CCCC)CCC.[CH2:39]([N:46]1[CH:50]=[C:49]([C:51]([O:53][CH2:54][CH3:55])=[O:52])[C:48](O)=[N:47]1)[C:40]1[CH:45]=[CH:44][CH:43]=[CH:42][CH:41]=1.N(C(N1CCCCC1)=O)=NC(N1CCCCC1)=O. Product: [CH2:39]([N:46]1[CH:50]=[C:49]([C:51]([O:53][CH2:54][CH3:55])=[O:52])[C:48]([O:20][CH2:19][C:16]2[CH:17]=[CH:18][C:13]([O:12][CH2:11][C:9]3[N:10]=[C:6]([C:2]4[O:1][CH:5]=[CH:4][CH:3]=4)[O:7][C:8]=3[CH3:25])=[C:14]([O:21][CH2:22][O:23][CH3:24])[CH:15]=2)=[N:47]1)[C:40]1[CH:41]=[CH:42][CH:43]=[CH:44][CH:45]=1. The catalyst class is: 7. (5) Reactant: [Cl:1][C:2]1[CH:7]=[CH:6][CH:5]=[C:4]([Cl:8])[C:3]=1[C:9]1[CH:18]=[CH:17][C:16]2[C:11](=[CH:12][CH:13]=[C:14]([CH2:19][CH:20]([NH:25][C:26]3[C:29](=[O:30])[C:28](=[O:31])[C:27]=3OC(C)C)[C:21]([O:23][CH3:24])=[O:22])[CH:15]=2)[N:10]=1.[CH2:36]([NH2:39])[CH2:37][CH3:38].CN(C=O)C. Product: [Cl:8][C:4]1[CH:5]=[CH:6][CH:7]=[C:2]([Cl:1])[C:3]=1[C:9]1[CH:18]=[CH:17][C:16]2[C:11](=[CH:12][CH:13]=[C:14]([CH2:19][CH:20]([NH:25][C:26]3[C:29](=[O:30])[C:28](=[O:31])[C:27]=3[NH:39][CH2:36][CH2:37][CH3:38])[C:21]([O:23][CH3:24])=[O:22])[CH:15]=2)[N:10]=1. The catalyst class is: 24.